The task is: Regression/Classification. Given an antibody's heavy chain and light chain sequences, predict its developability. TAP uses regression for 5 developability metrics; SAbDab uses binary classification.. This data is from Antibody developability classification from SAbDab with 2,409 antibodies. (1) The antibody is ['QGQMQQSGAELVKPGASVKLSCKTSGFTFSDNYISWLKQKPGQSLEWIAWIYAGTGGSSYNQKFRDKAQLTVDTSSRTAYMQLSSLTTEDSAIYYCARHDYYGTSGAWFAYWGRGTLVTVSA', 'DVLMTQTPLSLPVSLGDQASISCRSSQHIVHSNENTYLEWYLQKPGQSPKLLIYKVSNRFSGVPDRFSGSGSGTDFTLKISRVEAEDLGVYYCFQGSHVPWTFGGGTKLEIK']. Result: 0 (not developable). (2) The antibody is ['QIQLVQSGPELKTPGETVRISCKASGYTFTTYGMSWVKQTPGKGFKWMGWINTYSGVPTYADDFKGRFAFSLETSASTAYLQINNLKNEDTATYFCARRSWYFDVWGTGTTVTVSS', 'DVLMTQTPLSLPVSLGDQASISCKSSQSIVHSSGNTYFEWYLQKPGQSPKLLIYKVSNRFSGVPDRFSGSGSGTDFTLKISRVEAEDLGVYYCFQGSHIPFTFGSGTKLEIK']. Result: 0 (not developable).